Dataset: Full USPTO retrosynthesis dataset with 1.9M reactions from patents (1976-2016). Task: Predict the reactants needed to synthesize the given product. (1) Given the product [Cl:16][C:17]1[N:22]=[C:21]([C:6]2[N:10]([CH2:11][C:12]([F:15])([F:14])[F:13])[CH:9]=[N:8][CH:7]=2)[CH:20]=[CH:19][N:18]=1, predict the reactants needed to synthesize it. The reactants are: C([Mg]Br)C.I[C:6]1[N:10]([CH2:11][C:12]([F:15])([F:14])[F:13])[CH:9]=[N:8][CH:7]=1.[Cl:16][C:17]1[N:22]=[C:21](Cl)[CH:20]=[CH:19][N:18]=1.C(N(CC(O)=O)CC(O)=O)CN(CC(O)=O)CC(O)=O. (2) Given the product [CH3:1][N:2]1[C:10]2[C@:9]3([CH3:14])[C:11]([CH3:12])([CH3:13])[C@@H:6]([CH2:7][CH2:8]3)[C:5]=2[C:4](=[O:15])[N:3]1[CH2:17][C:18]1[C:19]([C:42]([F:45])([F:43])[F:44])=[N:20][N:21]([C:23]([C:36]2[CH:37]=[CH:38][CH:39]=[CH:40][CH:41]=2)([C:30]2[CH:35]=[CH:34][CH:33]=[CH:32][CH:31]=2)[C:24]2[CH:29]=[CH:28][CH:27]=[CH:26][CH:25]=2)[CH:22]=1, predict the reactants needed to synthesize it. The reactants are: [CH3:1][N:2]1[C:10]2[C@:9]3([CH3:14])[C:11]([CH3:13])([CH3:12])[C@@H:6]([CH2:7][CH2:8]3)[C:5]=2[C:4](=[O:15])[NH:3]1.Br[CH2:17][C:18]1[C:19]([C:42]([F:45])([F:44])[F:43])=[N:20][N:21]([C:23]([C:36]2[CH:41]=[CH:40][CH:39]=[CH:38][CH:37]=2)([C:30]2[CH:35]=[CH:34][CH:33]=[CH:32][CH:31]=2)[C:24]2[CH:29]=[CH:28][CH:27]=[CH:26][CH:25]=2)[CH:22]=1. (3) Given the product [CH3:20][C:15]1([CH3:21])[C:16]([CH3:19])([CH3:18])[O:17][B:13]([C:2]2[CH:12]=[CH:11][C:5]3[NH:6][S:7](=[O:10])(=[O:9])[CH2:8][C:4]=3[CH:3]=2)[O:14]1, predict the reactants needed to synthesize it. The reactants are: Br[C:2]1[CH:12]=[CH:11][C:5]2[NH:6][S:7](=[O:10])(=[O:9])[CH2:8][C:4]=2[CH:3]=1.[B:13]1([B:13]2[O:17][C:16]([CH3:19])([CH3:18])[C:15]([CH3:21])([CH3:20])[O:14]2)[O:17][C:16]([CH3:19])([CH3:18])[C:15]([CH3:21])([CH3:20])[O:14]1.C([O-])(=O)C.[K+].